From a dataset of Catalyst prediction with 721,799 reactions and 888 catalyst types from USPTO. Predict which catalyst facilitates the given reaction. (1) Reactant: C([O:8][C:9]1[C:10]([O:25][CH3:26])=[CH:11][C:12]2[C:18](=[O:19])[N:17]3[CH2:20][CH2:21][CH2:22][CH2:23][C@H:16]3[CH:15]=[N:14][C:13]=2[CH:24]=1)C1C=CC=CC=1. Product: [OH:8][C:9]1[C:10]([O:25][CH3:26])=[CH:11][C:12]2[C:18](=[O:19])[N:17]3[CH2:20][CH2:21][CH2:22][CH2:23][C@H:16]3[CH:15]=[N:14][C:13]=2[CH:24]=1. The catalyst class is: 326. (2) Reactant: [F:1][C:2]1[CH:3]=[C:4]2[C:9](=[CH:10][C:11]=1[O:12][CH:13]([CH3:15])[CH3:14])[N:8]=[C:7]([CH3:16])[CH:6]=[CH:5]2.[Se](=O)=[O:18]. Product: [F:1][C:2]1[CH:3]=[C:4]2[C:9](=[CH:10][C:11]=1[O:12][CH:13]([CH3:14])[CH3:15])[N:8]=[C:7]([CH:16]=[O:18])[CH:6]=[CH:5]2. The catalyst class is: 38. (3) Reactant: [H-].[Na+].[O:3]=[C:4]1[C:13]2[C:8](=[CH:9][CH:10]=[C:11]([C:14]([O:16][CH3:17])=[O:15])[CH:12]=2)[CH:7]=[CH:6][NH:5]1.[Br:18][CH2:19][CH2:20]Br. Product: [Br:18][CH2:19][CH2:20][N:5]1[CH:6]=[CH:7][C:8]2[C:13](=[CH:12][C:11]([C:14]([O:16][CH3:17])=[O:15])=[CH:10][CH:9]=2)[C:4]1=[O:3]. The catalyst class is: 3. (4) Reactant: [CH3:1][C:2]1[CH:3]=[N:4][C:5]2[N:6]([CH2:16][CH:17]([C:19]3[CH:20]=[CH:21][C:22]([C:25]#[N:26])=[N:23][CH:24]=3)[OH:18])[C:7]3[CH2:8][CH2:9][N:10]([CH3:15])[CH2:11][C:12]=3[C:13]=2[CH:14]=1.[OH-:27].[K+]. Product: [CH3:1][C:2]1[CH:3]=[N:4][C:5]2[N:6]([CH2:16][CH:17]([C:19]3[CH:20]=[CH:21][C:22]([C:25]([NH2:26])=[O:27])=[N:23][CH:24]=3)[OH:18])[C:7]3[CH2:8][CH2:9][N:10]([CH3:15])[CH2:11][C:12]=3[C:13]=2[CH:14]=1. The catalyst class is: 107. (5) Reactant: [CH3:1][C:2]1[O:6][C:5]([C:7]([NH:9][C:10]2[C:11]([C:15](O)=O)=[N:12][NH:13][CH:14]=2)=[O:8])=[CH:4][C:3]=1[CH2:18][N:19]1[CH2:24][CH2:23][O:22][CH2:21][CH2:20]1.[NH2:25][C:26]1[C:27](=[O:34])[N:28]([CH3:33])[N:29]=[CH:30][C:31]=1[NH2:32].C(Cl)CCl.C1C=NC2N(O)N=NC=2C=1. Product: [CH3:33][N:28]1[C:27](=[O:34])[C:26]2[N:25]=[C:15]([C:11]3[C:10]([NH:9][C:7]([C:5]4[O:6][C:2]([CH3:1])=[C:3]([CH2:18][N:19]5[CH2:24][CH2:23][O:22][CH2:21][CH2:20]5)[CH:4]=4)=[O:8])=[CH:14][NH:13][N:12]=3)[NH:32][C:31]=2[CH:30]=[N:29]1. The catalyst class is: 3. (6) Reactant: [F:1][C:2]1[CH:3]=[C:4]([CH:10]=[CH:11][C:12]=1F)[C:5]([O:7]CC)=[O:6].[NH:14]1[CH:18]=[N:17][CH:16]=[N:15]1.C([O-])([O-])=O.[K+].[K+].O. Product: [F:1][C:2]1[CH:3]=[C:4]([CH:10]=[CH:11][C:12]=1[N:14]1[CH:18]=[N:17][CH:16]=[N:15]1)[C:5]([OH:7])=[O:6]. The catalyst class is: 42.